This data is from Catalyst prediction with 721,799 reactions and 888 catalyst types from USPTO. The task is: Predict which catalyst facilitates the given reaction. (1) Reactant: [OH:1][CH:2]([C:5]1[C:6]([N:25]([CH3:30])[S:26]([CH3:29])(=[O:28])=[O:27])=[CH:7][C:8]2[O:12][C:11]([C:13]3[CH:18]=[CH:17][C:16]([F:19])=[CH:15][CH:14]=3)=[C:10]([C:20]([NH:22][CH3:23])=[O:21])[C:9]=2[CH:24]=1)[CH2:3][OH:4].[CH3:31][S:32](Cl)(=[O:34])=[O:33]. Product: [CH3:31][S:32]([O:4][CH2:3][CH:2]([C:5]1[C:6]([N:25]([CH3:30])[S:26]([CH3:29])(=[O:27])=[O:28])=[CH:7][C:8]2[O:12][C:11]([C:13]3[CH:18]=[CH:17][C:16]([F:19])=[CH:15][CH:14]=3)=[C:10]([C:20](=[O:21])[NH:22][CH3:23])[C:9]=2[CH:24]=1)[OH:1])(=[O:34])=[O:33]. The catalyst class is: 228. (2) Reactant: CC1C=CC(S(O)(=O)=O)=CC=1.C([NH:16][C:17]1[C:26]([CH:27](O)[CH2:28][CH2:29][CH2:30][CH2:31][OH:32])=[CH:25][C:24]2[C:19](=[CH:20][CH:21]=[C:22]([C:34]3[C:39]([CH3:40])=[CH:38][CH:37]=[CH:36][C:35]=3[C:41]([N:43]3[CH2:47][CH2:46][CH2:45][CH2:44]3)=[O:42])[CH:23]=2)[N:18]=1)(C)(C)C. Product: [NH2:16][C:17]1[C:26]([CH:27]2[CH2:28][CH2:29][CH2:30][CH2:31][O:32]2)=[CH:25][C:24]2[C:19](=[CH:20][CH:21]=[C:22]([C:34]3[C:39]([CH3:40])=[CH:38][CH:37]=[CH:36][C:35]=3[C:41]([N:43]3[CH2:44][CH2:45][CH2:46][CH2:47]3)=[O:42])[CH:23]=2)[N:18]=1. The catalyst class is: 11. (3) Reactant: [CH3:1][CH:2]([C:4]([C:24]1[CH:25]=[CH:26][C:27]([O:32][CH3:33])=[C:28]([O:30][CH3:31])[CH:29]=1)([C:22]#[N:23])[CH2:5][CH2:6][CH2:7][N:8]([CH2:10][CH2:11][C:12]1[CH:13]=[CH:14][C:15]([O:20][CH3:21])=[C:16]([O:18][CH3:19])[CH:17]=1)[CH3:9])[CH3:3].Cl. Product: [CH3:3][CH:2]([C:4]([C:24]1[CH:25]=[CH:26][C:27]([O:32][CH3:33])=[C:28]([O:30][CH3:31])[CH:29]=1)([C:22]#[N:23])[CH2:5][CH2:6][CH2:7][N:8]([CH2:10][CH2:11][C:12]1[CH:13]=[CH:14][C:15]([O:20][CH3:21])=[C:16]([O:18][CH3:19])[CH:17]=1)[CH3:9])[CH3:1]. The catalyst class is: 8. (4) Reactant: [NH2:1][C:2]1[C:11]([N+:12]([O-])=O)=[CH:10][CH:9]=[C:8]([O:15][CH3:16])[C:3]=1[C:4]([O:6][CH3:7])=[O:5].O=[C:18]([C:24]1[CH:29]=[CH:28][CH:27]=[CH:26][CH:25]=1)[C:19](OCC)=[O:20]. Product: [CH3:16][O:15][C:8]1[CH:9]=[CH:10][C:11]2[NH:12][C:19](=[O:20])[C:18]([C:24]3[CH:29]=[CH:28][CH:27]=[CH:26][CH:25]=3)=[N:1][C:2]=2[C:3]=1[C:4]([O:6][CH3:7])=[O:5]. The catalyst class is: 78. (5) Reactant: Cl[C:2]1[N:10]=[C:9]([Cl:11])[CH:8]=[CH:7][C:3]=1[C:4]([OH:6])=[O:5].[CH3:12][O:13][C:14]1[CH:21]=[CH:20][C:17]([CH2:18][NH2:19])=[CH:16][CH:15]=1. Product: [Cl:11][C:9]1[N:10]=[C:2]([NH:19][CH2:18][C:17]2[CH:20]=[CH:21][C:14]([O:13][CH3:12])=[CH:15][CH:16]=2)[C:3]([C:4]([OH:6])=[O:5])=[CH:7][CH:8]=1. The catalyst class is: 2. (6) The catalyst class is: 42. Reactant: [C:1]([C:5]1[N:10]=[C:9]([N:11]2[CH2:16][CH2:15][N:14]([CH2:17][CH2:18][CH2:19][Cl:20])[CH2:13][CH2:12]2)[CH:8]=[C:7]([C:21]([CH3:24])([CH3:23])[CH3:22])[N:6]=1)([CH3:4])([CH3:3])[CH3:2].[CH3:25][N:26]1[C:30]([CH3:31])=[N:29][N:28]=[C:27]1[SH:32].[I-].[K+].O. Product: [ClH:20].[C:1]([C:5]1[N:10]=[C:9]([N:11]2[CH2:16][CH2:15][N:14]([CH2:17][CH2:18][CH2:19][S:32][C:27]3[N:26]([CH3:25])[C:30]([CH3:31])=[N:29][N:28]=3)[CH2:13][CH2:12]2)[CH:8]=[C:7]([C:21]([CH3:24])([CH3:23])[CH3:22])[N:6]=1)([CH3:4])([CH3:3])[CH3:2]. (7) Reactant: [CH3:1][O:2][C:3]1[C:15]([O:16][CH3:17])=[CH:14][C:6]2[CH2:7][C:8](=[O:13])[NH:9][C:10](=[O:12])[CH2:11][C:5]=2[CH:4]=1.[CH3:18][O:19][C:20]1[CH:27]=[CH:26][C:23]([CH2:24]Cl)=[CH:22][CH:21]=1.C([O-])([O-])=O.[K+].[K+].C(#N)C. Product: [CH3:1][O:2][C:3]1[C:15]([O:16][CH3:17])=[CH:14][C:6]2[CH2:7][C:8](=[O:13])[N:9]([CH2:24][C:23]3[CH:26]=[CH:27][C:20]([O:19][CH3:18])=[CH:21][CH:22]=3)[C:10](=[O:12])[CH2:11][C:5]=2[CH:4]=1. The catalyst class is: 46. (8) Reactant: [Cl:1][C:2]1[CH:3]=[C:4]([CH2:8][CH2:9][NH:10][C:11](=[O:25])[C:12]2[CH:17]=[CH:16][C:15]([N:18]3[CH:22]=[C:21]([CH3:23])[N:20]=[CH:19]3)=[C:14]([OH:24])[CH:13]=2)[CH:5]=[CH:6][CH:7]=1.Br.O[C:28]1[CH:29]=C(C=C[C:36]=1N1C=C(C)N=C1)C(O)=O.ClC1C=C(CCN)C=CC=1.N1(O)C2C=CC=CC=2N=N1.C(N(C(C)C)CC)(C)C.Cl.CN(C)CCCN=C=NCC. Product: [Cl:1][C:2]1[CH:3]=[C:4]([CH2:8][CH2:9][NH:10][C:11](=[O:25])[C:12]2[CH:17]=[CH:16][C:15]([N:18]3[CH:22]=[C:21]([CH3:23])[N:20]=[CH:19]3)=[C:14]([O:24][CH2:29][C:28]#[CH:36])[CH:13]=2)[CH:5]=[CH:6][CH:7]=1. The catalyst class is: 35. (9) Reactant: [F:1][C:2]1[CH:3]=[C:4]([NH2:10])[C:5]([NH2:9])=[CH:6][C:7]=1[F:8].[F:11][C:12]([F:19])([F:18])[CH:13]([OH:17])[C:14](O)=O.Cl.C(=O)(O)[O-].[Na+]. Product: [F:1][C:2]1[C:7]([F:8])=[CH:6][C:5]2[NH:9][C:14]([CH:13]([OH:17])[C:12]([F:19])([F:18])[F:11])=[N:10][C:4]=2[CH:3]=1. The catalyst class is: 69. (10) Reactant: C([C:3]1C=C[N:6]=[C:5]([NH:9][C:10]2[CH:11]=[C:12]([C:17]3[S:21][C:20]([C:22]4(O)[CH2:25][CH2:24][CH2:23]4)=[N:19][CH:18]=3)[CH:13]=[C:14]([CH3:16])[CH:15]=2)[N:4]=1)=C.C[N+]1([O-])CC[O:31]CC1.[O-]S([O-])(=S)=O.[Na+].[Na+].[CH2:42]1[CH2:46][O:45][CH2:44][CH2:43]1.[OH2:47]. Product: [OH:47][C:22]1([C:20]2[S:21][C:17]([C:12]3[CH:11]=[C:10]([NH:9][C:5]4[N:6]=[C:42]([CH:43]([OH:31])[CH2:44][OH:45])[CH:46]=[CH:3][N:4]=4)[CH:15]=[C:14]([CH3:16])[CH:13]=3)=[CH:18][N:19]=2)[CH2:23][CH2:24][CH2:25]1. The catalyst class is: 771.